Dataset: NCI-60 drug combinations with 297,098 pairs across 59 cell lines. Task: Regression. Given two drug SMILES strings and cell line genomic features, predict the synergy score measuring deviation from expected non-interaction effect. (1) Drug 1: C1=NC(=NC(=O)N1C2C(C(C(O2)CO)O)O)N. Drug 2: CC1C(C(CC(O1)OC2CC(OC(C2O)C)OC3=CC4=CC5=C(C(=O)C(C(C5)C(C(=O)C(C(C)O)O)OC)OC6CC(C(C(O6)C)O)OC7CC(C(C(O7)C)O)OC8CC(C(C(O8)C)O)(C)O)C(=C4C(=C3C)O)O)O)O. Cell line: NCI/ADR-RES. Synergy scores: CSS=3.21, Synergy_ZIP=-4.25, Synergy_Bliss=-7.65, Synergy_Loewe=-4.29, Synergy_HSA=-4.77. (2) Synergy scores: CSS=9.35, Synergy_ZIP=-0.681, Synergy_Bliss=2.97, Synergy_Loewe=-10.3, Synergy_HSA=-5.56. Drug 2: COCCOC1=C(C=C2C(=C1)C(=NC=N2)NC3=CC=CC(=C3)C#C)OCCOC.Cl. Cell line: MDA-MB-435. Drug 1: CCC1=C2CN3C(=CC4=C(C3=O)COC(=O)C4(CC)O)C2=NC5=C1C=C(C=C5)O. (3) Cell line: NCIH23. Drug 1: C1=C(C(=O)NC(=O)N1)F. Drug 2: CC1=C2C(C(=O)C3(C(CC4C(C3C(C(C2(C)C)(CC1OC(=O)C(C(C5=CC=CC=C5)NC(=O)C6=CC=CC=C6)O)O)OC(=O)C7=CC=CC=C7)(CO4)OC(=O)C)O)C)OC(=O)C. Synergy scores: CSS=47.8, Synergy_ZIP=-4.32, Synergy_Bliss=-5.82, Synergy_Loewe=-5.00, Synergy_HSA=-3.28. (4) Drug 1: C1=CC(=CC=C1CC(C(=O)O)N)N(CCCl)CCCl.Cl. Drug 2: CCC(=C(C1=CC=CC=C1)C2=CC=C(C=C2)OCCN(C)C)C3=CC=CC=C3.C(C(=O)O)C(CC(=O)O)(C(=O)O)O. Cell line: SF-268. Synergy scores: CSS=-1.91, Synergy_ZIP=-0.197, Synergy_Bliss=6.35, Synergy_Loewe=-8.51, Synergy_HSA=0.870. (5) Drug 1: C1=CC=C(C(=C1)C(C2=CC=C(C=C2)Cl)C(Cl)Cl)Cl. Drug 2: CC1C(C(CC(O1)OC2CC(CC3=C2C(=C4C(=C3O)C(=O)C5=CC=CC=C5C4=O)O)(C(=O)C)O)N)O. Cell line: UACC-257. Synergy scores: CSS=61.4, Synergy_ZIP=-9.80, Synergy_Bliss=-6.70, Synergy_Loewe=-2.74, Synergy_HSA=-0.970. (6) Drug 1: C1=NNC2=C1C(=O)NC=N2. Drug 2: CC(C)CN1C=NC2=C1C3=CC=CC=C3N=C2N. Cell line: OVCAR-8. Synergy scores: CSS=2.91, Synergy_ZIP=-0.118, Synergy_Bliss=-0.616, Synergy_Loewe=-4.94, Synergy_HSA=-3.48.